Dataset: Reaction yield outcomes from USPTO patents with 853,638 reactions. Task: Predict the reaction yield, written as a fraction of the theoretical maximum amount of product (1.0 means a 100% yield; for example, 0.34 means a 34% yield). (1) The reactants are [OH:1][C:2]1[C:11]2[C:6](=[CH:7][CH:8]=[CH:9][CH:10]=2)[N:5]=[CH:4][N:3]=1.[O:12]1[C:14]2([CH2:19][CH2:18][N:17]([C:20]([O:22][C:23]([CH3:26])([CH3:25])[CH3:24])=[O:21])[CH2:16][CH2:15]2)[CH2:13]1.C(=O)([O-])[O-].[Cs+].[Cs+]. The catalyst is CN(C=O)C. The product is [OH:12][C:14]1([CH2:13][N:3]2[C:2](=[O:1])[C:11]3[C:6](=[CH:7][CH:8]=[CH:9][CH:10]=3)[N:5]=[CH:4]2)[CH2:15][CH2:16][N:17]([C:20]([O:22][C:23]([CH3:26])([CH3:25])[CH3:24])=[O:21])[CH2:18][CH2:19]1. The yield is 0.400. (2) The reactants are [CH3:1][N:2]1[CH:6]=[CH:5][C:4]([C:7]([F:13])([F:12])[C:8]([F:11])([F:10])[F:9])=[N:3]1.C([N-]C(C)C)(C)C.[Li+].[C:22](=[O:24])=[O:23].[OH-].[Na+]. The catalyst is O1CCCC1.CCCCCCC.O.C(OCC)C. The product is [CH3:1][N:2]1[C:6]([C:22]([OH:24])=[O:23])=[CH:5][C:4]([C:7]([F:12])([F:13])[C:8]([F:9])([F:10])[F:11])=[N:3]1. The yield is 0.180. (3) The reactants are [NH2:1][C:2]1[CH:3]=[C:4]([CH:21]=[CH:22][CH:23]=1)[O:5][C:6]1[CH:7]=[CH:8][C:9]2[N:10]([CH:12]=[C:13]([NH:15][C:16]([CH:18]3[CH2:20][CH2:19]3)=[O:17])[N:14]=2)[N:11]=1.[NH:24]1[C:28]([C:29](O)=[O:30])=[CH:27][CH:26]=[N:25]1.ON1C2C=CC=CC=2N=N1.Cl.CN(C)CCCN=C=NCC.C(N(CC)CC)C. The catalyst is O.CN(C)C=O. The product is [CH:18]1([C:16]([NH:15][C:13]2[N:14]=[C:9]3[CH:8]=[CH:7][C:6]([O:5][C:4]4[CH:3]=[C:2]([NH:1][C:29]([C:28]5[NH:24][N:25]=[CH:26][CH:27]=5)=[O:30])[CH:23]=[CH:22][CH:21]=4)=[N:11][N:10]3[CH:12]=2)=[O:17])[CH2:20][CH2:19]1. The yield is 0.210. (4) The yield is 0.501. The reactants are [Cl:1][C:2]1[C:11]2[C:6](=[C:7]([Cl:12])[CH:8]=[CH:9][CH:10]=2)[C:5]([OH:13])=[CH:4][N:3]=1.[CH2:14]1[CH2:24]CN2C(=NCCC2)C[CH2:15]1.C(Cl)(C)C. No catalyst specified. The product is [Cl:1][C:2]1[C:11]2[C:6](=[C:7]([Cl:12])[CH:8]=[CH:9][CH:10]=2)[C:5]([O:13][CH:14]([CH3:24])[CH3:15])=[CH:4][N:3]=1. (5) The yield is 0.175. The reactants are [NH2:1][C:2]1[CH:3]=[CH:4][C:5]([F:25])=[C:6]([CH:24]=1)[C:7]([NH:9][CH2:10][CH:11]([OH:23])[CH2:12][N:13]1[CH2:22][CH2:21][C:20]2[C:15](=[CH:16][CH:17]=[CH:18][CH:19]=2)[CH2:14]1)=[O:8].[O:26]1[CH2:31][CH2:30][C:29](=O)[CH2:28][CH2:27]1.CC(O)=O.[BH3-]C#N.[Na+]. The product is [CH2:14]1[C:15]2[C:20](=[CH:19][CH:18]=[CH:17][CH:16]=2)[CH2:21][CH2:22][N:13]1[CH2:12][CH:11]([OH:23])[CH2:10][NH:9][C:7](=[O:8])[C:6]1[CH:24]=[C:2]([NH:1][CH:29]2[CH2:30][CH2:31][O:26][CH2:27][CH2:28]2)[CH:3]=[CH:4][C:5]=1[F:25]. The catalyst is CO. (6) The reactants are [CH3:1][O:2][CH2:3][CH2:4][CH2:5][S:6]([C:9]1[CH:14]=[CH:13][C:12]([C:15]2[CH:20]=[CH:19][C:18]([CH2:21][C:22](O)=[O:23])=[CH:17][CH:16]=2)=[CH:11][CH:10]=1)(=[O:8])=[O:7].[BH4-].[Na+].B(F)(F)F.CCOCC.[OH-].[Na+]. The catalyst is C1COCC1.CC(C)=O. The product is [CH3:1][O:2][CH2:3][CH2:4][CH2:5][S:6]([C:9]1[CH:14]=[CH:13][C:12]([C:15]2[CH:16]=[CH:17][C:18]([CH2:21][CH2:22][OH:23])=[CH:19][CH:20]=2)=[CH:11][CH:10]=1)(=[O:7])=[O:8]. The yield is 0.940. (7) The reactants are Br[C:2]1[C:3]2[C:4]3[CH:17]=[CH:16][S:15][C:5]=3[C:6](=[O:14])[NH:7][C:8]=2[CH:9]=[CH:10][C:11]=1[O:12][CH3:13].CC1(C)C(C)(C)OB([C:26]2[CH:31]=[CH:30][C:29]([N:32]3[CH2:37][CH2:36][N:35]([C:38]([O:40][C:41]([CH3:44])([CH3:43])[CH3:42])=[O:39])[CH2:34][CH2:33]3)=[CH:28][CH:27]=2)O1. No catalyst specified. The product is [CH3:13][O:12][C:11]1[CH:10]=[CH:9][C:8]2[NH:7][C:6](=[O:14])[C:5]3[S:15][CH:16]=[CH:17][C:4]=3[C:3]=2[C:2]=1[C:26]1[CH:27]=[CH:28][C:29]([N:32]2[CH2:33][CH2:34][N:35]([C:38]([O:40][C:41]([CH3:44])([CH3:43])[CH3:42])=[O:39])[CH2:36][CH2:37]2)=[CH:30][CH:31]=1. The yield is 0.320. (8) The reactants are [Cl:1][C:2]1[CH:30]=[CH:29][C:5]([CH2:6][C:7]2[N:8]=[C:9]([C:17]3[C:18]([CH3:28])=[N:19][N:20]4[CH:25]=[CH:24][C:23]([CH:26]=O)=[CH:22][C:21]=34)[S:10][C:11]=2[C:12]2[NH:16][CH:15]=[N:14][N:13]=2)=[CH:4][CH:3]=1.C(O)(=O)C.C(Cl)Cl.[CH3:38][O:39][C:40]1[CH:47]=[C:46]([O:48][CH3:49])[CH:45]=[CH:44][C:41]=1[CH2:42][NH2:43].C(O[BH-](OC(=O)C)OC(=O)C)(=O)C.[Na+].C([O-])(O)=O.[Na+]. No catalyst specified. The product is [Cl:1][C:2]1[CH:30]=[CH:29][C:5]([CH2:6][C:7]2[N:8]=[C:9]([C:17]3[C:18]([CH3:28])=[N:19][N:20]4[CH:25]=[CH:24][C:23]([CH2:26][NH:43][CH2:42][C:41]5[CH:44]=[CH:45][C:46]([O:48][CH3:49])=[CH:47][C:40]=5[O:39][CH3:38])=[CH:22][C:21]=34)[S:10][C:11]=2[C:12]2[NH:16][CH:15]=[N:14][N:13]=2)=[CH:4][CH:3]=1. The yield is 0.620.